This data is from Reaction yield outcomes from USPTO patents with 853,638 reactions. The task is: Predict the reaction yield, written as a fraction of the theoretical maximum amount of product (1.0 means a 100% yield; for example, 0.34 means a 34% yield). The reactants are [C:1]1([S:7][C:8]2[CH:13]=[CH:12][C:11]([OH:14])=[CH:10][CH:9]=2)[CH:6]=[CH:5][CH:4]=[CH:3][CH:2]=1.C1(C)C=CC(S(O[CH2:25][C:26]([F:29])([F:28])[F:27])(=O)=O)=CC=1.C(=O)([O-])[O-].[K+].[K+].CN(C=O)C. The catalyst is C1(C)C=CC=CC=1.O. The product is [F:27][C:26]([F:29])([F:28])[CH2:25][O:14][C:11]1[CH:12]=[CH:13][C:8]([S:7][C:1]2[CH:2]=[CH:3][CH:4]=[CH:5][CH:6]=2)=[CH:9][CH:10]=1. The yield is 0.960.